From a dataset of Reaction yield outcomes from USPTO patents with 853,638 reactions. Predict the reaction yield, written as a fraction of the theoretical maximum amount of product (1.0 means a 100% yield; for example, 0.34 means a 34% yield). (1) The yield is 0.540. The reactants are [C:1]([C:4]1[CH:12]=[CH:11][C:7]([C:8]([OH:10])=O)=[C:6]([Br:13])[CH:5]=1)(=[O:3])[CH3:2].[B-](F)(F)(F)F.[CH3:19][CH2:20][O:21][C:22]([C:24](C#N)=[N:25]OC(N(C)C)=[N+](C)C)=O.N1CCOCC1.CCN(C(C)C)C(C)C. The product is [Br:13][C:6]1[CH:5]=[C:4]([C:1](=[O:3])[CH3:2])[CH:12]=[CH:11][C:7]=1[C:8]([N:25]1[CH2:19][CH2:20][O:21][CH2:22][CH2:24]1)=[O:10]. The catalyst is CN(C=O)C.O.C(OCC)(=O)C. (2) The reactants are Br[C:2]1[CH:3]=[C:4]([N:8]2[C:12]3[CH2:13][S:14](=[O:18])(=[O:17])[CH2:15][CH2:16][C:11]=3[C:10]([C:19]([NH2:21])=[O:20])=[N:9]2)[CH:5]=[CH:6][CH:7]=1.[C:22]([C@:24]1([OH:31])[CH2:28][CH2:27][N:26]([CH3:29])[C:25]1=[O:30])#[CH:23]. No catalyst specified. The product is [OH:31][C@@:24]1([C:22]#[C:23][C:2]2[CH:3]=[C:4]([N:8]3[C:12]4[CH2:13][S:14](=[O:18])(=[O:17])[CH2:15][CH2:16][C:11]=4[C:10]([C:19]([NH2:21])=[O:20])=[N:9]3)[CH:5]=[CH:6][CH:7]=2)[CH2:28][CH2:27][N:26]([CH3:29])[C:25]1=[O:30]. The yield is 0.200. (3) The reactants are [S:1]([N:11]1[C:15]2=[N:16][CH:17]=[C:18]([NH:20][C:21](=[O:27])[O:22][C:23]([CH3:26])([CH3:25])[CH3:24])[N:19]=[C:14]2[CH:13]=[CH:12]1)([C:4]1[CH:10]=[CH:9][C:7]([CH3:8])=[CH:6][CH:5]=1)(=[O:3])=[O:2].[H-].[Na+].Br[CH2:31][C:32]([CH:34]1[CH2:38][CH:37]([N:39]([CH2:47][C:48]2[CH:53]=[CH:52][CH:51]=[CH:50][CH:49]=2)[CH2:40][C:41]2[CH:46]=[CH:45][CH:44]=[CH:43][CH:42]=2)[CH2:36][CH:35]1[CH3:54])=[O:33]. The catalyst is CN(C=O)C. The product is [CH2:47]([N:39]([CH2:40][C:41]1[CH:42]=[CH:43][CH:44]=[CH:45][CH:46]=1)[CH:37]1[CH2:38][CH:34]([C:32](=[O:33])[CH2:31][N:20]([C:18]2[N:19]=[C:14]3[CH:13]=[CH:12][N:11]([S:1]([C:4]4[CH:5]=[CH:6][C:7]([CH3:8])=[CH:9][CH:10]=4)(=[O:3])=[O:2])[C:15]3=[N:16][CH:17]=2)[C:21](=[O:27])[O:22][C:23]([CH3:24])([CH3:26])[CH3:25])[CH:35]([CH3:54])[CH2:36]1)[C:48]1[CH:49]=[CH:50][CH:51]=[CH:52][CH:53]=1. The yield is 0.970. (4) The reactants are [NH:1]1[C:9]2[C:4](=[CH:5][CH:6]=[CH:7][CH:8]=2)[C:3](/[CH:10]=[CH:11]/[C:12]2[CH:20]=[CH:19][CH:18]=[CH:17][C:13]=2[C:14]([OH:16])=O)=[N:2]1.[NH2:21][C:22]1[CH:27]=[CH:26][CH:25]=[CH:24][C:23]=1O.O.ON1C2C=CC=CC=2N=N1.C(Cl)CCl.O.C1(C)C=CC(S(O)(=O)=O)=CC=1. The catalyst is C1(C)C(C)=CC=CC=1.C(OCC)(=O)C.CCCCCC. The product is [NH:1]1[C:9]2[C:4](=[CH:5][CH:6]=[CH:7][CH:8]=2)[C:3](/[CH:10]=[CH:11]/[C:12]2[CH:20]=[CH:19][CH:18]=[CH:17][C:13]=2[C:14]2[O:16][C:23]3[CH:24]=[CH:25][CH:26]=[CH:27][C:22]=3[N:21]=2)=[N:2]1. The yield is 0.0500. (5) The reactants are [CH2:1]([O-])[CH3:2].[Na+].[C:5]([CH2:7][C:8]([NH2:10])=[O:9])#[N:6].[C:11](O)(=O)C. The catalyst is C(O)C. The product is [C:5]([C:7]1[C:8](=[O:9])[NH:10][CH:11]=[CH:1][CH:2]=1)#[N:6]. The yield is 0.570. (6) The product is [CH2:21]([O:20][CH:19]([O:23][CH2:24][CH3:25])[CH2:18][O:16][C@H:12]([CH2:13][CH:14]=[CH2:15])[CH2:11][O:10][CH2:3][C:4]1[CH:9]=[CH:8][CH:7]=[CH:6][CH:5]=1)[CH3:22]. The reactants are [H-].[Na+].[CH2:3]([O:10][CH2:11][C@H:12]([OH:16])[CH2:13][CH:14]=[CH2:15])[C:4]1[CH:9]=[CH:8][CH:7]=[CH:6][CH:5]=1.Br[CH2:18][CH:19]([O:23][CH2:24][CH3:25])[O:20][CH2:21][CH3:22]. The catalyst is O1CCCC1. The yield is 0.510. (7) The reactants are [CH2:1]([C:3]1(O)[C:9]2([CH2:12][CH2:11][CH2:10]2)[CH:7]2[CH2:8][CH:4]1[CH2:5][CH2:6]2)[CH3:2].[C-]#[N:15].[Na+].[C:17]([OH:20])(=O)C.S(=O)(=O)(O)O.[OH-].[Na+]. The catalyst is O.C(Cl)(Cl)Cl. The product is [CH2:1]([C:3]12[CH2:12][CH2:11][CH2:10][C:9]1([NH:15][CH:17]=[O:20])[CH:7]1[CH2:8][CH:4]2[CH2:5][CH2:6]1)[CH3:2]. The yield is 0.560. (8) The reactants are [CH3:1][O:2][CH2:3][O:4][C:5]1[CH:10]=[CH:9][C:8]([N+:11]([O-])=O)=[CH:7][CH:6]=1. The catalyst is [Pt](=O)=O.CO. The product is [CH3:1][O:2][CH2:3][O:4][C:5]1[CH:10]=[CH:9][C:8]([NH2:11])=[CH:7][CH:6]=1. The yield is 0.820. (9) The reactants are [CH3:1][C:2]1[N:3]([CH2:28][C:29]([O:31]CC)=[O:30])[C:4]2[CH2:5][C:6]([CH3:27])([CH3:26])[CH2:7][CH2:8][C:9]=2[C:10]=1[S:11][C:12]1[CH:17]=[CH:16][C:15]([S:18]([N:21]2[CH2:25][CH2:24][CH2:23][CH2:22]2)(=[O:20])=[O:19])=[CH:14][CH:13]=1.C1COCC1.[OH-].[Na+]. The catalyst is O. The product is [CH3:1][C:2]1[N:3]([CH2:28][C:29]([OH:31])=[O:30])[C:4]2[CH2:5][C:6]([CH3:27])([CH3:26])[CH2:7][CH2:8][C:9]=2[C:10]=1[S:11][C:12]1[CH:13]=[CH:14][C:15]([S:18]([N:21]2[CH2:22][CH2:23][CH2:24][CH2:25]2)(=[O:20])=[O:19])=[CH:16][CH:17]=1. The yield is 0.990.